From a dataset of Peptide-MHC class II binding affinity with 134,281 pairs from IEDB. Regression. Given a peptide amino acid sequence and an MHC pseudo amino acid sequence, predict their binding affinity value. This is MHC class II binding data. (1) The peptide sequence is VRVEILRNFYFINRL. The MHC is DRB1_0101 with pseudo-sequence DRB1_0101. The binding affinity (normalized) is 0.946. (2) The peptide sequence is YQVTYIVRGSGRVQV. The MHC is DRB3_0202 with pseudo-sequence DRB3_0202. The binding affinity (normalized) is 0.174.